This data is from NCI-60 drug combinations with 297,098 pairs across 59 cell lines. The task is: Regression. Given two drug SMILES strings and cell line genomic features, predict the synergy score measuring deviation from expected non-interaction effect. Drug 1: CS(=O)(=O)C1=CC(=C(C=C1)C(=O)NC2=CC(=C(C=C2)Cl)C3=CC=CC=N3)Cl. Drug 2: CC1=C2C(C(=O)C3(C(CC4C(C3C(C(C2(C)C)(CC1OC(=O)C(C(C5=CC=CC=C5)NC(=O)OC(C)(C)C)O)O)OC(=O)C6=CC=CC=C6)(CO4)OC(=O)C)OC)C)OC. Cell line: SK-MEL-2. Synergy scores: CSS=60.6, Synergy_ZIP=15.4, Synergy_Bliss=16.0, Synergy_Loewe=-21.2, Synergy_HSA=13.4.